This data is from Forward reaction prediction with 1.9M reactions from USPTO patents (1976-2016). The task is: Predict the product of the given reaction. (1) Given the reactants Br[C:2]1[CH:3]=[N:4][C:5]2[N:6]([CH:8]=[C:9]([CH2:11][O:12][C:13]3[CH:14]=[N:15][CH:16]=[CH:17][CH:18]=3)[N:10]=2)[CH:7]=1.[F:19][C:20]1[CH:25]=[CH:24][C:23](B(O)O)=[C:22]([OH:29])[CH:21]=1, predict the reaction product. The product is: [F:19][C:20]1[CH:25]=[CH:24][C:23]([C:2]2[CH:3]=[N:4][C:5]3[N:6]([CH:8]=[C:9]([CH2:11][O:12][C:13]4[CH:14]=[N:15][CH:16]=[CH:17][CH:18]=4)[N:10]=3)[CH:7]=2)=[C:22]([OH:29])[CH:21]=1. (2) Given the reactants [F:1][C:2]1[CH:3]=[C:4]2[C:9](=[CH:10][CH:11]=1)[C:8](=O)[NH:7][CH2:6][CH2:5]2.B.C1COCC1, predict the reaction product. The product is: [F:1][C:2]1[CH:3]=[C:4]2[C:9](=[CH:10][CH:11]=1)[CH2:8][NH:7][CH2:6][CH2:5]2. (3) Given the reactants [F:1][C:2]1([F:13])[C:6]([F:7])=[C:5]([F:8])[C:4]([F:10])([F:9])[C:3]1([F:12])[F:11].[OH2:14], predict the reaction product. The product is: [F:7][C:6]12[O:14][C:5]1([F:8])[C:4]([F:9])([F:10])[C:3]([F:11])([F:12])[C:2]2([F:13])[F:1]. (4) Given the reactants [Cl:1][C:2]1[N:3]=[C:4](Cl)[C:5]2[S:10][CH:9]=[C:8]([CH:11]([CH3:13])[CH3:12])[C:6]=2[N:7]=1.[CH3:15][NH2:16], predict the reaction product. The product is: [Cl:1][C:2]1[N:3]=[C:4]([NH:16][CH3:15])[C:5]2[S:10][CH:9]=[C:8]([CH:11]([CH3:13])[CH3:12])[C:6]=2[N:7]=1. (5) Given the reactants [NH2:1][C:2]1[N:7]=[CH:6][N:5]=[C:4]2[N:8]([CH2:13][C:14]3[N:15]([C:26]4[CH:31]=[CH:30][CH:29]=[CH:28][C:27]=4[CH3:32])[C:16](=[O:25])[C:17]4[C:22]([CH:23]=3)=[CH:21][CH:20]=[CH:19][C:18]=4[CH3:24])[N:9]=[C:10]([CH2:11]O)[C:3]=12.C(N(S(F)(F)[F:39])CC)C, predict the reaction product. The product is: [NH2:1][C:2]1[N:7]=[CH:6][N:5]=[C:4]2[N:8]([CH2:13][C:14]3[N:15]([C:26]4[CH:31]=[CH:30][CH:29]=[CH:28][C:27]=4[CH3:32])[C:16](=[O:25])[C:17]4[C:22]([CH:23]=3)=[CH:21][CH:20]=[CH:19][C:18]=4[CH3:24])[N:9]=[C:10]([CH2:11][F:39])[C:3]=12. (6) Given the reactants [CH3:1][C:2]1([CH3:8])[C:6](=[O:7])[CH:5]=[CH:4][CH2:3]1.[Cl:9][C:10]1[CH:15]=[CH:14][C:13](B(O)O)=[C:12]([F:19])[CH:11]=1.C([O-])(=O)C.[Na+].[Sb](Cl)(Cl)Cl, predict the reaction product. The product is: [Cl:9][C:10]1[CH:15]=[CH:14][C:13]([CH:4]2[CH2:5][C:6](=[O:7])[C:2]([CH3:8])([CH3:1])[CH2:3]2)=[C:12]([F:19])[CH:11]=1. (7) Given the reactants [NH2:1][C:2]1[CH:3]=[C:4]([CH:17]=[C:18]([C:20]2[O:21][C:22]3[CH:28]=[CH:27][C:26]([C:29]([CH3:32])([CH3:31])[CH3:30])=[CH:25][C:23]=3[N:24]=2)[CH:19]=1)[C:5]([N:7]([C:9]1[CH:14]=[CH:13][CH:12]=[C:11]([Cl:15])[C:10]=1[CH3:16])[CH3:8])=[O:6].[F:33][C:34]([F:45])([F:44])[C:35]1[CH:43]=[CH:42][CH:41]=[CH:40][C:36]=1[C:37](Cl)=[O:38], predict the reaction product. The product is: [C:29]([C:26]1[CH:27]=[CH:28][C:22]2[O:21][C:20]([C:18]3[CH:17]=[C:4]([CH:3]=[C:2]([NH:1][C:37](=[O:38])[C:36]4[CH:40]=[CH:41][CH:42]=[CH:43][C:35]=4[C:34]([F:33])([F:44])[F:45])[CH:19]=3)[C:5]([N:7]([C:9]3[CH:14]=[CH:13][CH:12]=[C:11]([Cl:15])[C:10]=3[CH3:16])[CH3:8])=[O:6])=[N:24][C:23]=2[CH:25]=1)([CH3:32])([CH3:31])[CH3:30].